From a dataset of Catalyst prediction with 721,799 reactions and 888 catalyst types from USPTO. Predict which catalyst facilitates the given reaction. Reactant: [NH2:1][C:2]1[CH:10]=[CH:9][C:5]([C:6]([OH:8])=[O:7])=[CH:4][CH:3]=1.[N+]([C:14]1[CH:22]=CC(C(O)=O)=C[CH:15]=1)([O-])=O.B(O)(O)O.S(=O)(=O)(O)O.[OH-].[Na+]. Product: [N:1]1[C:2]2[C:10](=[CH:9][C:5]([C:6]([OH:8])=[O:7])=[CH:4][CH:3]=2)[CH:22]=[CH:14][CH:15]=1. The catalyst class is: 610.